Task: Predict the product of the given reaction.. Dataset: Forward reaction prediction with 1.9M reactions from USPTO patents (1976-2016) (1) Given the reactants [CH3:1][C:2]1[C:3](=[O:27])[C:4]2[C:9]([C:10](=[O:26])[C:11]=1[CH:12](C(=O)[C@H](C)NC(OC(C)(C)C)=O)[NH2:13])=[CH:8][CH:7]=[CH:6][CH:5]=2.[NH:28]([C:36]([O:38][C:39]([CH3:42])([CH3:41])[CH3:40])=[O:37])[C@@H:29]([C:33]([OH:35])=O)[CH:30]([CH3:32])[CH3:31].CN(C(ON1N=NC2C=CC=CC1=2)=[N+](C)C)C.F[P-](F)(F)(F)(F)F.C1C=CC2N(O)N=NC=2C=1.CCN(C(C)C)C(C)C, predict the reaction product. The product is: [CH3:1][C:2]1[C:3](=[O:27])[C:4]2[C:9]([C:10](=[O:26])[C:11]=1[CH:12]([C:33](=[O:35])[C@@H:29]([CH:30]([CH3:31])[CH3:32])[NH:28][C:36]([O:38][C:39]([CH3:42])([CH3:41])[CH3:40])=[O:37])[NH2:13])=[CH:8][CH:7]=[CH:6][CH:5]=2. (2) Given the reactants [Br:1][C:2]1[CH:3]=[C:4]([CH:12]2[C:21]3[C:16](=[C:17]4[CH:24]=[CH:23][N:22]([CH3:25])[C:18]4=[CH:19][CH:20]=3)[O:15][CH:14]([OH:26])[CH2:13]2)[CH:5]=[C:6]([O:10][CH3:11])[C:7]=1[O:8][CH3:9].C[N+]1([O-])CCOCC1, predict the reaction product. The product is: [Br:1][C:2]1[CH:3]=[C:4]([CH:12]2[C:21]3[C:16](=[C:17]4[CH:24]=[CH:23][N:22]([CH3:25])[C:18]4=[CH:19][CH:20]=3)[O:15][C:14](=[O:26])[CH2:13]2)[CH:5]=[C:6]([O:10][CH3:11])[C:7]=1[O:8][CH3:9]. (3) The product is: [CH3:3][O:4][C:5]1[C:10]([O:11][CH3:12])=[CH:9][C:8]([CH2:13][C:14]([OH:16])=[O:15])=[C:7]([CH2:18][N:19]([C:23]2[CH:28]=[CH:27][CH:26]=[CH:25][CH:24]=2)[C:20]([CH3:22])=[O:21])[CH:6]=1. Given the reactants [OH-].[Li+].[CH3:3][O:4][C:5]1[C:10]([O:11][CH3:12])=[CH:9][C:8]([CH2:13][C:14]([O:16]C)=[O:15])=[C:7]([CH2:18][N:19]([C:23]2[CH:28]=[CH:27][CH:26]=[CH:25][CH:24]=2)[C:20]([CH3:22])=[O:21])[CH:6]=1, predict the reaction product.